Dataset: Catalyst prediction with 721,799 reactions and 888 catalyst types from USPTO. Task: Predict which catalyst facilitates the given reaction. (1) Reactant: [C:1]1([O:7][C:8]2[CH:13]=[CH:12][C:11]([C:14]3[C:22]4[C:21](Cl)=[N:20][CH:19]=[N:18][C:17]=4[N:16]([C@H:24]4[CH2:29][CH2:28][C@H:27]([N:30]5[CH2:35][CH2:34][N:33]([CH3:36])[CH2:32][CH2:31]5)[CH2:26][CH2:25]4)[CH:15]=3)=[CH:10][C:9]=2[CH3:37])[CH:6]=[CH:5][CH:4]=[CH:3][CH:2]=1.C(O)(=O)C.COC1C=C(C2C3C(N)=NC=NC=3[N:59]([C@H]3CC[C@H](N4CCN(C)CC4)CC3)C=2)C=CC=1OC1C=CC=CC=1.CO[C@@H]1[C@@H](C(OC)=O)[C@@H]2[C@@H](CN3[C@H](C2)C2NC4C=C(OC)C=CC=4C=2CC3)C[C@H]1OC(C1C=C(OC)C(OC)=C(OC)C=1)=O. The catalyst class is: 10. Product: [CH3:37][C:9]1[CH:10]=[C:11]([C:14]2[C:22]3[C:21]([NH2:59])=[N:20][CH:19]=[N:18][C:17]=3[N:16]([C@H:24]3[CH2:29][CH2:28][C@H:27]([N:30]4[CH2:31][CH2:32][N:33]([CH3:36])[CH2:34][CH2:35]4)[CH2:26][CH2:25]3)[CH:15]=2)[CH:12]=[CH:13][C:8]=1[O:7][C:1]1[CH:6]=[CH:5][CH:4]=[CH:3][CH:2]=1. (2) Reactant: [Cl:1][C:2]1[N:7]=[C:6]2[N:8]=[C:9]([CH2:17][N:18]3[C:22]4[CH:23]=[N:24][CH:25]=[CH:26][C:21]=4[N:20]([CH:27]4[CH2:29][CH2:28]4)[C:19]3=[O:30])[N:10]([CH2:11][CH2:12][CH2:13][CH:14]([OH:16])[CH3:15])[C:5]2=[CH:4][CH:3]=1.[CH3:31]C(OI1(OC(C)=O)(OC(C)=O)OC(=O)C2C=CC=CC1=2)=O.C(OCC)C. Product: [Cl:1][C:2]1[N:7]=[C:6]2[N:8]=[C:9]([CH2:17][N:18]3[C:22]4[CH:23]=[N:24][CH:25]=[CH:26][C:21]=4[N:20]([CH:27]4[CH2:29][CH2:28]4)[C:19]3=[O:30])[N:10]([CH2:11][CH2:12][CH2:13][C:14]([OH:16])([CH3:31])[CH3:15])[C:5]2=[CH:4][CH:3]=1. The catalyst class is: 2. (3) Reactant: [CH3:1][C:2]([O:5][C:6]([NH:8][CH:9]1[CH2:18][C:17]2[N:16]=[CH:15][C:14]([NH:19][C:20]3[C:25]([NH:26][CH2:27][C:28]([O:30]CC)=O)=[CH:24][CH:23]=[C:22]([O:33][CH3:34])[N:21]=3)=[CH:13][C:12]=2[CH2:11][CH2:10]1)=[O:7])([CH3:4])[CH3:3].CC(C)([O-])C.[K+]. Product: [CH3:34][O:33][C:22]1[CH:23]=[CH:24][C:25]2[NH:26][CH2:27][C:28](=[O:30])[N:19]([C:14]3[CH:15]=[N:16][C:17]4[CH2:18][CH:9]([NH:8][C:6](=[O:7])[O:5][C:2]([CH3:3])([CH3:4])[CH3:1])[CH2:10][CH2:11][C:12]=4[CH:13]=3)[C:20]=2[N:21]=1. The catalyst class is: 1. (4) Reactant: [OH:1][CH2:2][C:3]1([C:16]2[CH:21]=[CH:20][CH:19]=[CH:18][CH:17]=2)[CH2:8][CH2:7][N:6]([C:9]([O:11][C:12]([CH3:15])([CH3:14])[CH3:13])=[O:10])[CH2:5][CH2:4]1.Br[CH2:23][C:24]1[CH:32]=[C:31]([CH3:33])[C:30]2[C:26](=[CH:27][N:28]([CH2:34][O:35][CH2:36][CH2:37][Si:38]([CH3:41])([CH3:40])[CH3:39])[N:29]=2)[CH:25]=1.[H-].[Na+]. Product: [CH3:33][C:31]1[C:30]2[C:26](=[CH:27][N:28]([CH2:34][O:35][CH2:36][CH2:37][Si:38]([CH3:39])([CH3:41])[CH3:40])[N:29]=2)[CH:25]=[C:24]([CH2:23][O:1][CH2:2][C:3]2([C:16]3[CH:17]=[CH:18][CH:19]=[CH:20][CH:21]=3)[CH2:8][CH2:7][N:6]([C:9]([O:11][C:12]([CH3:14])([CH3:15])[CH3:13])=[O:10])[CH2:5][CH2:4]2)[CH:32]=1. The catalyst class is: 9. (5) Reactant: Cl[C:2]1[CH:11]=[CH:10][C:9]2[C:4](=[C:5]([C:12]([OH:14])=[O:13])[CH:6]=[CH:7][CH:8]=2)[N:3]=1.[CH3:15][C:16]1[CH:17]=[C:18](B(O)O)[CH:19]=[N:20][CH:21]=1.[O-]P([O-])([O-])=O.[K+].[K+].[K+].C(Cl)Cl. Product: [CH3:15][C:16]1[CH:17]=[C:18]([C:2]2[CH:11]=[CH:10][C:9]3[C:4](=[C:5]([C:12]([OH:14])=[O:13])[CH:6]=[CH:7][CH:8]=3)[N:3]=2)[CH:19]=[N:20][CH:21]=1. The catalyst class is: 710. (6) Reactant: [OH:1][C@H:2]1[CH2:6][CH2:5][CH2:4][C@H:3]1[O:7][C:8]1[CH:15]=[CH:14][C:11]([CH:12]=O)=[CH:10][CH:9]=1.[C:16](#[N:20])[CH2:17][C:18]#[N:19].CN1CCOCC1. Product: [OH:1][C@H:2]1[CH2:6][CH2:5][CH2:4][C@H:3]1[O:7][C:8]1[CH:15]=[CH:14][C:11]([CH:12]=[C:17]([C:16]#[N:20])[C:18]#[N:19])=[CH:10][CH:9]=1. The catalyst class is: 8. (7) Reactant: [H-].[Na+].[CH3:3][CH:4]1[CH2:7][C:6]([C:14]2[CH:19]=[C:18]([O:20][CH2:21][C:22]3[CH:31]=[CH:30][C:29]4[C:24](=[CH:25][CH:26]=[CH:27][CH:28]=4)[N:23]=3)[CH:17]=[CH:16][C:15]=2[OH:32])([C:8]2[CH:13]=[CH:12][CH:11]=[CH:10][CH:9]=2)[CH2:5]1.[F:33][C:34]([F:54])([F:53])[S:35](N(C1C=CC(Cl)=CN=1)[S:35]([C:34]([F:54])([F:53])[F:33])(=[O:37])=[O:36])(=[O:37])=[O:36].O. Product: [F:33][C:34]([F:54])([F:53])[S:35]([O:32][C:15]1[CH:16]=[CH:17][C:18]([O:20][CH2:21][C:22]2[CH:31]=[CH:30][C:29]3[C:24](=[CH:25][CH:26]=[CH:27][CH:28]=3)[N:23]=2)=[CH:19][C:14]=1[C:6]1([C:8]2[CH:9]=[CH:10][CH:11]=[CH:12][CH:13]=2)[CH2:7][CH:4]([CH3:3])[CH2:5]1)(=[O:37])=[O:36]. The catalyst class is: 1. (8) Reactant: [F:1][C:2]([Si](C)(C)C)([F:4])[F:3].[Br:9][C:10]1[CH:15]=[CH:14][C:13]([CH:16]([CH3:30])[C:17]([C:19]2[CH:29]=[CH:28][C:22]3[N:23]([CH3:27])[C:24](=[O:26])[O:25][C:21]=3[CH:20]=2)=[O:18])=[C:12]([Cl:31])[CH:11]=1.O.O.O.[F-].C([N+](CCCC)(CCCC)CCCC)CCC. Product: [Br:9][C:10]1[CH:15]=[CH:14][C:13]([CH:16]([CH3:30])[C:17]([C:19]2[CH:29]=[CH:28][C:22]3[N:23]([CH3:27])[C:24](=[O:26])[O:25][C:21]=3[CH:20]=2)([OH:18])[C:2]([F:4])([F:3])[F:1])=[C:12]([Cl:31])[CH:11]=1. The catalyst class is: 1. (9) Reactant: [C:1]([C:5]1[O:6][C:7]([CH3:14])=[C:8]([C:10]([O:12]C)=[O:11])[N:9]=1)([CH3:4])([CH3:3])[CH3:2].O.[OH-].[Li+].Cl. The catalyst class is: 20. Product: [C:1]([C:5]1[O:6][C:7]([CH3:14])=[C:8]([C:10]([OH:12])=[O:11])[N:9]=1)([CH3:4])([CH3:3])[CH3:2].